Dataset: Full USPTO retrosynthesis dataset with 1.9M reactions from patents (1976-2016). Task: Predict the reactants needed to synthesize the given product. Given the product [NH2:33][C:34]1([C:40]([OH:42])=[O:41])[CH2:39][CH2:38][N:37]([C:20]2[S:21][C:17](=[CH:16][C:12]3[CH:11]=[C:10]4[C:15](=[CH:14][CH:13]=3)[N:7]([CH2:6][C:5]3[CH:27]=[CH:28][C:2]([Cl:1])=[CH:3][C:4]=3[C:29]([F:32])([F:31])[F:30])[N:8]=[CH:9]4)[C:18](=[O:26])[N:19]=2)[CH2:36][CH2:35]1, predict the reactants needed to synthesize it. The reactants are: [Cl:1][C:2]1[CH:28]=[CH:27][C:5]([CH2:6][N:7]2[C:15]3[C:10](=[CH:11][C:12]([CH:16]=[C:17]4[S:21][C:20](SCCC)=[N:19][C:18]4=[O:26])=[CH:13][CH:14]=3)[CH:9]=[N:8]2)=[C:4]([C:29]([F:32])([F:31])[F:30])[CH:3]=1.[NH2:33][C:34]1([C:40]([OH:42])=[O:41])[CH2:39][CH2:38][NH:37][CH2:36][CH2:35]1.